From a dataset of Forward reaction prediction with 1.9M reactions from USPTO patents (1976-2016). Predict the product of the given reaction. (1) Given the reactants [CH2:1]([N:4]([CH2:6][CH2:7][CH2:8][CH2:9][CH2:10][C:11]1[CH:12]=[C:13]2[C:17](=[CH:18][CH:19]=1)[NH:16][CH2:15][CH2:14]2)[CH3:5])[CH:2]=[CH2:3].[Cl:20][C:21]1[CH:26]=[CH:25][C:24]([O:27][C:28](Cl)=[S:29])=[CH:23][CH:22]=1, predict the reaction product. The product is: [Cl:20][C:21]1[CH:26]=[CH:25][C:24]([O:27][C:28]([N:16]2[C:17]3[C:13](=[CH:12][C:11]([CH2:10][CH2:9][CH2:8][CH2:7][CH2:6][N:4]([CH2:1][CH:2]=[CH2:3])[CH3:5])=[CH:19][CH:18]=3)[CH2:14][CH2:15]2)=[S:29])=[CH:23][CH:22]=1. (2) Given the reactants [F:1][C:2]1[CH:18]=[CH:17][C:5]([C:6]([NH:8][CH2:9][C:10]([C:12]2[S:13][CH:14]=[CH:15][CH:16]=2)=[O:11])=O)=[CH:4][CH:3]=1.[H-].[Na+].[C:21](#[N:24])[CH:22]=[CH2:23], predict the reaction product. The product is: [C:21]([CH2:22][CH2:23][C:9]1[N:8]=[C:6]([C:5]2[CH:17]=[CH:18][C:2]([F:1])=[CH:3][CH:4]=2)[O:11][C:10]=1[C:12]1[S:13][CH:14]=[CH:15][CH:16]=1)#[N:24]. (3) Given the reactants C[O:2][C:3](=[O:25])[CH2:4][CH2:5][CH2:6][S:7][CH2:8][CH2:9][N:10]1[C:14](=[O:15])[CH2:13][CH2:12][C@@H:11]1/[CH:16]=[CH:17]/[C@@H:18]([OH:24])[CH2:19][CH2:20][CH2:21][CH2:22][CH3:23], predict the reaction product. The product is: [OH:24][C@@H:18]([CH2:19][CH2:20][CH2:21][CH2:22][CH3:23])/[CH:17]=[CH:16]/[C@H:11]1[CH2:12][CH2:13][C:14](=[O:15])[N:10]1[CH2:9][CH2:8][S:7][CH2:6][CH2:5][CH2:4][C:3]([OH:25])=[O:2]. (4) Given the reactants [CH3:1][O:2][C:3]1[CH:24]=[CH:23][C:6]([CH2:7][N:8]2[CH:12]=[C:11]([C:13](N(OC)C)=[O:14])[C:10]([C:19]([OH:22])([CH3:21])[CH3:20])=[N:9]2)=[CH:5][CH:4]=1.[CH2:25]1COC[CH2:26]1, predict the reaction product. The product is: [CH3:1][O:2][C:3]1[CH:4]=[CH:5][C:6]([CH2:7][N:8]2[CH:12]=[C:11]([C:13](=[O:14])[CH:25]=[CH2:26])[C:10]([C:19]([OH:22])([CH3:20])[CH3:21])=[N:9]2)=[CH:23][CH:24]=1. (5) Given the reactants C(C1N=C(N2CCC(F)(F)C2)[C:8]2[N:13]=[N:12][N:11]([CH2:14]C)[C:9]=2[N:10]=1)(C)(C)C.[C:23]([C:27]1[N:28]=[C:29]([N:36]2[CH2:40][C:39]([F:42])([F:41])[C:38]([F:44])([F:43])[CH2:37]2)[C:30]2[N:35]=[N:34][NH:33][C:31]=2[N:32]=1)([CH3:26])([CH3:25])[CH3:24].ClCC1N(C)N=NN=1, predict the reaction product. The product is: [C:23]([C:27]1[N:28]=[C:29]([N:36]2[CH2:40][C:39]([F:41])([F:42])[C:38]([F:43])([F:44])[CH2:37]2)[C:30]2[N:35]=[N:34][N:33]([CH2:8][C:9]3[N:11]([CH3:14])[N:12]=[N:13][N:10]=3)[C:31]=2[N:32]=1)([CH3:26])([CH3:24])[CH3:25]. (6) Given the reactants Cl[C:2](=[O:27])[C:3]([NH:5][C:6]1[C:10]2[CH:11]=[N:12][C:13]3[CH:14]=[C:15]([O:21][CH3:22])[C:16]([O:19][CH3:20])=[CH:17][C:18]=3[C:9]=2[S:8][C:7]=1[C:23]([O:25][CH3:26])=[O:24])=[O:4].[NH:28]1[CH2:33][CH2:32][O:31][CH2:30][CH2:29]1.CCN(CC)CC, predict the reaction product. The product is: [CH3:22][O:21][C:15]1[C:16]([O:19][CH3:20])=[CH:17][C:18]2[C:9]3[S:8][C:7]([C:23]([O:25][CH3:26])=[O:24])=[C:6]([NH:5][C:3](=[O:4])[C:2]([N:28]4[CH2:33][CH2:32][O:31][CH2:30][CH2:29]4)=[O:27])[C:10]=3[CH:11]=[N:12][C:13]=2[CH:14]=1. (7) Given the reactants [CH3:1][C:2]1[CH:7]=[CH:6][C:5]([NH2:8])=[CH:4][C:3]=1[NH2:9].C(N(CC)CC)C.[C:17](O[C:17]([O:19][C:20]([CH3:23])([CH3:22])[CH3:21])=[O:18])([O:19][C:20]([CH3:23])([CH3:22])[CH3:21])=[O:18], predict the reaction product. The product is: [C:20]([O:19][C:17](=[O:18])[NH:8][C:5]1[CH:6]=[CH:7][C:2]([CH3:1])=[C:3]([NH2:9])[CH:4]=1)([CH3:23])([CH3:22])[CH3:21]. (8) Given the reactants [Cl:1][C:2]1[CH:3]=[C:4]([CH:18]=[CH:19][CH:20]=1)[CH2:5][CH:6]1[CH:10]([C:11]2[CH:16]=[CH:15][C:14]([F:17])=[CH:13][CH:12]=2)[CH2:9][NH:8][CH2:7]1.C(N(CC)CC)C.[CH3:28][N:29]1[CH:33]=[C:32]([S:34](Cl)(=[O:36])=[O:35])[N:31]=[CH:30]1, predict the reaction product. The product is: [Cl:1][C:2]1[CH:3]=[C:4]([CH:18]=[CH:19][CH:20]=1)[CH2:5][CH:6]1[CH:10]([C:11]2[CH:16]=[CH:15][C:14]([F:17])=[CH:13][CH:12]=2)[CH2:9][N:8]([S:34]([C:32]2[N:31]=[CH:30][N:29]([CH3:28])[CH:33]=2)(=[O:36])=[O:35])[CH2:7]1. (9) Given the reactants [ClH:1].O[CH:3]([C:22]1[C:23]([NH:28][C:29](=[O:34])C(C)(C)C)=[N:24][CH:25]=[CH:26][CH:27]=1)[CH:4]([CH:9]1[CH2:14][CH2:13][N:12](C(OC(C)(C)C)=O)[CH2:11][CH2:10]1)C(OC)=O, predict the reaction product. The product is: [ClH:1].[ClH:1].[NH:12]1[CH2:11][CH2:10][CH:9]([C:4]2[C:29](=[O:34])[NH:28][C:23]3[C:22]([CH:3]=2)=[CH:27][CH:26]=[CH:25][N:24]=3)[CH2:14][CH2:13]1. (10) Given the reactants N[C:2]1[NH:3][C:4]2[CH:10]=[C:9](C(=O)C(C)(C)C)[CH:8]=[CH:7][C:5]=2[N:6]=1.O.N#CBr, predict the reaction product. The product is: [N:3]1[C:4]2[CH:10]=[CH:9][CH:8]=[CH:7][C:5]=2[NH:6][CH:2]=1.